Dataset: Forward reaction prediction with 1.9M reactions from USPTO patents (1976-2016). Task: Predict the product of the given reaction. (1) Given the reactants [CH2:1]([O:8][CH2:9][N:10]1[C:15]([Cl:16])=[CH:14][C:13](=[O:17])[NH:12][C:11]1=[O:18])[C:2]1[CH:7]=[CH:6][CH:5]=[CH:4][CH:3]=1.O[CH2:20][CH:21]1[CH2:26][CH2:25][N:24]([C:27]([O:29][C:30]([CH3:33])([CH3:32])[CH3:31])=[O:28])[CH2:23][CH2:22]1.C1(P(C2C=CC=CC=2)C2C=CC=CC=2)C=CC=CC=1.N(C(OCC)=O)=NC(OCC)=O, predict the reaction product. The product is: [CH2:1]([O:8][CH2:9][N:10]1[C:15]([Cl:16])=[CH:14][C:13](=[O:17])[N:12]([CH2:20][CH:21]2[CH2:26][CH2:25][N:24]([C:27]([O:29][C:30]([CH3:31])([CH3:33])[CH3:32])=[O:28])[CH2:23][CH2:22]2)[C:11]1=[O:18])[C:2]1[CH:7]=[CH:6][CH:5]=[CH:4][CH:3]=1. (2) Given the reactants [CH:1]12[CH2:10][CH:5]3[CH2:6][CH:7]([CH2:9][CH:3]([CH2:4]3)[CH:2]1[NH:11][C:12]([C:14]1[N:19]=[C:18]([N:20]3[CH2:25][CH2:24][N:23](C(OC(C)(C)C)=O)[CH2:22][CH2:21]3)[CH:17]=[CH:16][CH:15]=1)=[O:13])[CH2:8]2.CO, predict the reaction product. The product is: [CH:1]12[CH2:10][CH:5]3[CH2:6][CH:7]([CH2:9][CH:3]([CH2:4]3)[CH:2]1[NH:11][C:12](=[O:13])[C:14]1[CH:15]=[CH:16][CH:17]=[C:18]([N:20]3[CH2:21][CH2:22][NH:23][CH2:24][CH2:25]3)[N:19]=1)[CH2:8]2.